This data is from Reaction yield outcomes from USPTO patents with 853,638 reactions. The task is: Predict the reaction yield, written as a fraction of the theoretical maximum amount of product (1.0 means a 100% yield; for example, 0.34 means a 34% yield). (1) The reactants are Cl.O1CCOCC1.[S:8]1[C:12]2[CH:13]=[C:14]([N:17]3[CH2:21][CH2:20][N:19]([C:22]4[CH:23]=[C:24]5[CH:30]=[CH:29][N:28](COCC[Si](C)(C)C)[C:25]5=[N:26][CH:27]=4)[C:18]3=[O:39])[CH:15]=[CH:16][C:11]=2[N:10]=[CH:9]1.CO.C([O-])([O-])=O.[Na+].[Na+]. The catalyst is C(Cl)(Cl)Cl. The product is [S:8]1[C:12]2[CH:13]=[C:14]([N:17]3[CH2:21][CH2:20][N:19]([C:22]4[CH:23]=[C:24]5[CH:30]=[CH:29][NH:28][C:25]5=[N:26][CH:27]=4)[C:18]3=[O:39])[CH:15]=[CH:16][C:11]=2[N:10]=[CH:9]1. The yield is 0.256. (2) The product is [F:1][C:2]([F:7])([F:6])[C:3]([OH:5])=[O:4].[CH:8]1([CH:13]([N:18]2[CH:22]=[C:21]([C:23]3[C:31]4[CH:26]=[CH:25][NH:24][C:30]=4[N:29]=[CH:27][N:28]=3)[CH:20]=[N:19]2)[CH2:14][CH2:15][CH3:17])[CH2:9][CH2:10][CH2:11][CH2:12]1. The catalyst is CO.[Pd]. The reactants are [F:1][C:2]([F:7])([F:6])[C:3]([OH:5])=[O:4].[CH:8]1([CH:13]([N:18]2[CH:22]=[C:21]([C:23]3[N:24]=[CH:25][C:26]4[CH:31]=[CH:30][NH:29][C:27]=4[N:28]=3)[CH:20]=[N:19]2)[CH2:14][CH:15]2[CH2:17]C2)[CH2:12][CH2:11][CH2:10][CH2:9]1.[H][H]. The yield is 0.690. (3) The reactants are [O:1]1[C:5]2[CH:6]=[CH:7][C:8]([C:10]3([C:13]([NH:15][C:16]4[CH:21]=[CH:20][C:19]([CH2:22]O)=[C:18]([Br:24])[CH:17]=4)=[O:14])[CH2:12][CH2:11]3)=[CH:9][C:4]=2[O:3][CH2:2]1.CS(Cl)(=O)=O.[CH:30]([N:33](CC)C(C)C)(C)C.[C-]#N.[K+]. The catalyst is C(#N)C.ClCCl. The product is [O:1]1[C:5]2[CH:6]=[CH:7][C:8]([C:10]3([C:13]([NH:15][C:16]4[CH:21]=[CH:20][C:19]([CH2:22][C:30]#[N:33])=[C:18]([Br:24])[CH:17]=4)=[O:14])[CH2:12][CH2:11]3)=[CH:9][C:4]=2[O:3][CH2:2]1. The yield is 0.460. (4) The reactants are COP([CH2:7][C:8](=[O:16])[C:9]([F:15])([F:14])[CH2:10][CH2:11][CH2:12][CH3:13])(=O)OC.O.[OH-].[Li+].[C:20]([O:23][C@@H:24]1[C@H:28]([CH2:29][CH2:30][CH2:31][CH2:32][CH2:33][CH2:34][C:35]([O:37][CH3:38])=[O:36])[C@@H:27]([CH:39]=O)[C@H:26]([O:41][CH:42]2[CH2:47][CH2:46][CH2:45][CH2:44][O:43]2)[CH2:25]1)(=[O:22])[CH3:21].O. The catalyst is COC(C)(C)C. The product is [C:20]([O:23][C@@H:24]1[C@H:28]([CH2:29][CH2:30][CH2:31][CH2:32][CH2:33][CH2:34][C:35]([O:37][CH3:38])=[O:36])[C@@H:27](/[CH:39]=[CH:7]/[C:8](=[O:16])[C:9]([F:14])([F:15])[CH2:10][CH2:11][CH2:12][CH3:13])[C@H:26]([O:41][CH:42]2[CH2:47][CH2:46][CH2:45][CH2:44][O:43]2)[CH2:25]1)(=[O:22])[CH3:21]. The yield is 0.520.